This data is from Catalyst prediction with 721,799 reactions and 888 catalyst types from USPTO. The task is: Predict which catalyst facilitates the given reaction. (1) Reactant: [CH2:1]([C:3]1[CH:4]=[C:5]([OH:9])[CH:6]=[CH:7][CH:8]=1)[CH3:2].C(N(CC)CC)C.[C:17](Cl)(=[O:19])[CH3:18]. Product: [C:17]([O:9][C:5]1[CH:6]=[CH:7][CH:8]=[C:3]([CH2:1][CH3:2])[CH:4]=1)(=[O:19])[CH3:18]. The catalyst class is: 4. (2) Reactant: C(OC([N:8]1[CH2:13][CH2:12][N:11]([C:14]2[CH:19]=[CH:18][C:17]([CH2:20][N:21]3[CH2:26][CH2:25][O:24][CH2:23][CH2:22]3)=[CH:16][CH:15]=2)[CH2:10][CH2:9]1)=O)(C)(C)C.C(O)(C(F)(F)F)=O. Product: [N:11]1([C:14]2[CH:19]=[CH:18][C:17]([CH2:20][N:21]3[CH2:22][CH2:23][O:24][CH2:25][CH2:26]3)=[CH:16][CH:15]=2)[CH2:10][CH2:9][NH:8][CH2:13][CH2:12]1. The catalyst class is: 2. (3) Reactant: [NH2:1][C:2]1[C:7]([C:8]#[N:9])=[C:6]([CH:10]2[CH2:15][CH2:14][CH2:13][N:12]([C:16]([O:18][C:19]([CH3:22])([CH3:21])[CH3:20])=[O:17])[CH2:11]2)[CH:5]=[C:4]([C:23]2[CH:28]=[CH:27][CH:26]=[CH:25][C:24]=2[O:29]CC2C=CC=CC=2)[N:3]=1. Product: [NH2:1][C:2]1[C:7]([C:8]#[N:9])=[C:6]([CH:10]2[CH2:15][CH2:14][CH2:13][N:12]([C:16]([O:18][C:19]([CH3:22])([CH3:21])[CH3:20])=[O:17])[CH2:11]2)[CH:5]=[C:4]([C:23]2[CH:28]=[CH:27][CH:26]=[CH:25][C:24]=2[OH:29])[N:3]=1. The catalyst class is: 13. (4) Reactant: Cl.[NH2:2][OH:3].[F:4][C:5]1[CH:10]=[CH:9][C:8]([N:11]2[C:20]([CH2:21][CH2:22][CH2:23][CH2:24][C:25]([O:27][C:28]([CH3:31])([CH3:30])[CH3:29])=[O:26])=[CH:19][C:18]3[C:13](=[CH:14][CH:15]=[C:16]([CH:32]=O)[CH:17]=3)[C:12]2=[O:34])=[CH:7][CH:6]=1.C([O-])(=O)C.[Na+]. Product: [F:4][C:5]1[CH:10]=[CH:9][C:8]([N:11]2[C:20]([CH2:21][CH2:22][CH2:23][CH2:24][C:25]([O:27][C:28]([CH3:31])([CH3:30])[CH3:29])=[O:26])=[CH:19][C:18]3[C:13](=[CH:14][CH:15]=[C:16]([CH:32]=[N:2][OH:3])[CH:17]=3)[C:12]2=[O:34])=[CH:7][CH:6]=1. The catalyst class is: 412. (5) Reactant: Cl[C:2]1[CH:3]=[CH:4][C:5]2[O:14][CH2:13][CH2:12][C:11]3[CH:10]=[C:9]([C:15]4[N:16]([C:20]5[CH:25]=[CH:24][C:23]([F:26])=[CH:22][C:21]=5[F:27])[N:17]=[CH:18][N:19]=4)[S:8][C:7]=3[C:6]=2[N:28]=1.[CH3:29][O:30][CH2:31][CH2:32][NH2:33].CC(C1C=C(C(C)C)C(C2C=CC=CC=2P(C2CCCCC2)C2CCCCC2)=C(C(C)C)C=1)C.CC(C)([O-])C. Product: [F:27][C:21]1[CH:22]=[C:23]([F:26])[CH:24]=[CH:25][C:20]=1[N:16]1[C:15]([C:9]2[S:8][C:7]3[C:6]4[N:28]=[C:2]([NH:33][CH2:32][CH2:31][O:30][CH3:29])[CH:3]=[CH:4][C:5]=4[O:14][CH2:13][CH2:12][C:11]=3[CH:10]=2)=[N:19][CH:18]=[N:17]1. The catalyst class is: 231. (6) Reactant: C[O:2][C:3](=[O:37])[C@@H:4]([NH:15][C:16]([C:18]1[C:19]([CH3:36])=[N:20][C:21]([NH:25][CH2:26][CH2:27][CH2:28][C:29]2[CH:34]=[CH:33][CH:32]=[C:31]([OH:35])[CH:30]=2)=[N:22][C:23]=1[CH3:24])=[O:17])[CH2:5][NH:6][C:7]([C:9]1[CH:14]=[N:13][CH:12]=[CH:11][N:10]=1)=[O:8].O.[OH-].[Li+].S([O-])(O)(=O)=O.[K+]. Product: [OH:35][C:31]1[CH:30]=[C:29]([CH2:28][CH2:27][CH2:26][NH:25][C:21]2[N:22]=[C:23]([CH3:24])[C:18]([C:16]([NH:15][C@@H:4]([CH2:5][NH:6][C:7]([C:9]3[CH:14]=[N:13][CH:12]=[CH:11][N:10]=3)=[O:8])[C:3]([OH:37])=[O:2])=[O:17])=[C:19]([CH3:36])[N:20]=2)[CH:34]=[CH:33][CH:32]=1. The catalyst class is: 20. (7) Reactant: [H-].[Na+:2].[C:3]1([CH2:9][CH2:10][CH2:11][OH:12])[CH:8]=[CH:7][CH:6]=[CH:5][CH:4]=1.[CH2:13]1[CH2:20][O:19][S:16](=[O:18])(=[O:17])[CH2:15][CH2:14]1. Product: [C:3]1([CH2:9][CH2:10][CH2:11][O:12][CH2:20][CH2:13][CH2:14][CH2:15][S:16]([O-:19])(=[O:18])=[O:17])[CH:8]=[CH:7][CH:6]=[CH:5][CH:4]=1.[Na+:2]. The catalyst class is: 9. (8) The catalyst class is: 5. Reactant: [CH2:1]([N:8]1[CH2:13][CH2:12][CH:11]([CH2:14][CH2:15][C:16]([O:18]CC)=[O:17])[CH2:10][CH2:9]1)[C:2]1[CH:7]=[CH:6][CH:5]=[CH:4][CH:3]=1.[OH-].[Na+].Cl. Product: [CH2:1]([N:8]1[CH2:9][CH2:10][CH:11]([CH2:14][CH2:15][C:16]([OH:18])=[O:17])[CH2:12][CH2:13]1)[C:2]1[CH:3]=[CH:4][CH:5]=[CH:6][CH:7]=1.